From a dataset of Experimentally validated miRNA-target interactions with 360,000+ pairs, plus equal number of negative samples. Binary Classification. Given a miRNA mature sequence and a target amino acid sequence, predict their likelihood of interaction. (1) Result: 0 (no interaction). The protein sequence of the target gene is MRQRLLPSVTSLLLVALLFPGSSQARHVNHSATEALGELRERAPGQGTNGFQLLRHAVKRDLLPPRTPPYQVHISHQEARGPSFKICVGFLGPRWARGCSTGNEKYHLPYAARDLQTFFLPFW. The miRNA is hsa-miR-6790-5p with sequence GUGAGUGUGGAUUUGGCGGGGUU. (2) The miRNA is mmu-miR-541-5p with sequence AAGGGAUUCUGAUGUUGGUCACACU. The protein sequence of the target gene is MQRAGAGARRASDCGPAPYRPRCIAKLAQYVGSFPVDDLDTQESVGLVQQQLWALQDCSRRRAVILKFSLQGLKIYSGEGEVLLMAHALKRILYATWYPAACQFAFIARNPRSPSSKLFCHLFVGSQPGEVHILYLLLCRSFQLAYLLQHPEERAQSEPCLAPVGDLSLKPLCSPGVPPALVREPFSRDQLSQNVHALVSFRRLPAEGLLGSNGKELPESEGRGGTRHIRLGNPYCSPTLVRKKAIRSKVIRSGAYRGCTYETQLQLSAREAFPAAWEAWPRGPGGPSCLVENEGSLTEN.... Result: 1 (interaction). (3) The miRNA is hsa-miR-4676-5p with sequence GAGCCAGUGGUGAGACAGUGA. The protein sequence of the target gene is MDSVEKTTNRSEQKSRKFLKSLIRKQPQELLLVIGTGVSAAVAPGIPALCSWRSCIEAVIEAAEQLEVLHPGDVAEFRRKVTKDRDLLVVAHDLIRKMSPRTGDAKPSFFQDCLMEVFDDLEQHIRSPVVLQSILSLMDRGAMVLTTNYDNLLEAFGRRQNKPMESLDLKDKTKVLEWARGHMKYGVLHIHGLYTDPCGVVLDPSGYKDVTQDAEVMEVLQNLYRTKSFLFVGCGETLRDQIFQALFLYSVPNKVDLEHYMLVLKENEDHFFKHQADMLLHGIKVVSYGDCFDHFPGYVQ.... Result: 1 (interaction). (4) The miRNA is dre-miR-142a-3p with sequence UGUAGUGUUUCCUACUUUAUGGA. The protein sequence of the target gene is MAGRGFSWGPGHLNEDNARFLLLAALIVLYLLGGAAVFSALELAHERQAKQRWEERLANFSRGHNLSRDELRGFLRHYEEATRAGIRVDNVRPRWDFTGAFYFVGTVVSTIGFGMTTPATVGGKIFLIFYGLVGCSSTILFFNLFLERLITIIAYIMKSCHQRQLRRRGALPQESLKDAGQCEVDSLAGWKPSVYYVMLILCTASILISCCASAMYTPIEGWSYFDSLYFCFVAFSTIGFGDLVSSQNAHYESQGLYRFANFVFILMGVCCIYSLFNVISILIKQSLNWILRKMDSGCCP.... Result: 0 (no interaction). (5) The miRNA is mmu-miR-466a-5p with sequence UAUGUGUGUGUACAUGUACAUA. The protein sequence of the target gene is MAEGETESPRPKKCGPYISSVTSQSVNVVIRGVVLFFIGVFLALVLNLLQIQRNVTLFPPDVITSIFSSAWWVPPCCGTASAVIGLLYPCIDRHLGEPHKFKREWSSVMRCVAVFVGINHASAKVDFDNNFQFSLTLAALSVGLWWTFDRSRSGFGLGVGIAFLATVVTQLLVYNGVYQYTSPDFLYVRSWLPCIFFAGGITMGNIGRQLAMYECKVIAEKSHQE. Result: 1 (interaction). (6) The miRNA is hsa-miR-21-5p with sequence UAGCUUAUCAGACUGAUGUUGA. The protein sequence of the target gene is MGPVIGMTPDKRAETPGAEKIAGLSQIYKMGSLPEAVDAARPKATLVDSESADDELTNLNWLHESTNLLTNFSLGSEGLPIVSPLYDIEGDDVPSFGPACYQNPEKKSATSKPPYSFSLLIYMAIEHSPNKCLPVKEIYSWILDHFPYFATAPTGWKNSVRHNLSLNKCFQKVERSHGKVNGKGSLWCVDPEYKPNLIQALKKQPFSSASSQNGSLSPHYLSSVIKQNQVRNLKESDIDAAAAMMLLNTSIEQGILECEKPLPLKTALQKKRSYGNAFHHPSAVRLQESDSLATSIDPKE.... Result: 1 (interaction). (7) The miRNA is mmu-miR-3064-5p with sequence UCUGGCUGUUGUGGUGUGCAAA. The protein sequence of the target gene is MLLAAVSLGLLLLAFLLLLRHLGWGLVAIGWFEFVQQPVHNLLMGGTKEQRILRHVQQHAKPGDPQSVLEAIDTYCSEKEWAMNVGDAKGQIMDAVIREYRPSLVLELGAYCGYSAVRMARLLPPGARLLTMEINPDYAAITQQMLDFAGLQDKVSILIGASQDLIPQLKKKYDVDTLDMVFLDHWKDRYLPDTLLLEECGLLRKGTVLLADNVIVPGTPDFLAYVRGSSSFECTHYSSYLEYMKVVDGLEKAVYQGPGSSPVKS. Result: 1 (interaction). (8) The miRNA is hsa-miR-6857-3p with sequence UGACUGAGCUUCUCCCCACAG. The protein sequence of the target gene is MDEESLDGLLFKDHDFSSDLLRQLNSLRQSRILTDVSICAGAREIPCHRNVLASSSPYFRAMFCSSFREKSEAKVQLKGIDPPTLDQIVSYVYTGEAHIATDNVLPVMEAASMLQFPKLFEACSSYLQSQLAPSNCLGMIRLSEILSCETLKKKAREVALTSFPEVAASADLKELCALELRDYLGDDGLCGEEEKVFEALMVWIKHDLQARKRYMQELFKQVRLQYIHPAFFHHFIANDALLQSSPACQIILETAKRQMFSLCGTTVPDCKLLLHVPPRNSYQDFLILLGGRKDSQQTTR.... Result: 1 (interaction). (9) The miRNA is mmu-miR-1953 with sequence UGGGAAAGUUCUCAGGCUUCUG. The protein sequence of the target gene is MGSLGSKNPQTKQAQVLLLGLDSAGKSTLLYKLKLAKDITTIPTIGFNVEMIELERNLSLTVWDVGGQEKMRTVWGCYCENTDGLVYVVDSTDKQRLEESQRQFEHILKNEHIKNVPVVLLANKQDMPGALTAEDITRMFKVKKLCSDRNWYVQPCCALTGEGLAQGFRKLTGFVKSHMKSRGDTLAFFKQN. Result: 0 (no interaction).